The task is: Binary Classification. Given a T-cell receptor sequence (or CDR3 region) and an epitope sequence, predict whether binding occurs between them.. This data is from TCR-epitope binding with 47,182 pairs between 192 epitopes and 23,139 TCRs. (1) The epitope is FIAGLIAIV. The TCR CDR3 sequence is CASSGAETQYF. Result: 1 (the TCR binds to the epitope). (2) The epitope is GTSGSPIVNR. The TCR CDR3 sequence is CASSLGGGGAYEQYF. Result: 1 (the TCR binds to the epitope). (3) The epitope is YFPLQSYGF. The TCR CDR3 sequence is CSVEVGAVSYNEQFF. Result: 1 (the TCR binds to the epitope). (4) The epitope is LVLSVNPYV. The TCR CDR3 sequence is CASSETVIGTALEAFF. Result: 0 (the TCR does not bind to the epitope). (5) The epitope is RAKFKQLL. The TCR CDR3 sequence is CASSLLGVSAQETQYF. Result: 1 (the TCR binds to the epitope). (6) The epitope is FIAGLIAIV. The TCR CDR3 sequence is CASTPADKFYEQYF. Result: 0 (the TCR does not bind to the epitope).